From a dataset of Reaction yield outcomes from USPTO patents with 853,638 reactions. Predict the reaction yield, written as a fraction of the theoretical maximum amount of product (1.0 means a 100% yield; for example, 0.34 means a 34% yield). (1) The reactants are [Cl:1][C:2]1[C:7]([CH:8]([C:10]2[CH:15]=[C:14]([O:16][CH3:17])[C:13]([O:18][CH3:19])=[CH:12][C:11]=2[CH:20]([CH3:22])[CH3:21])O)=[CH:6][N:5]=[C:4]([S:23][CH3:24])[N:3]=1.C([SiH](CC)CC)C.FC(F)(F)C(O)=O. The catalyst is C(Cl)Cl. The product is [Cl:1][C:2]1[C:7]([CH2:8][C:10]2[CH:15]=[C:14]([O:16][CH3:17])[C:13]([O:18][CH3:19])=[CH:12][C:11]=2[CH:20]([CH3:21])[CH3:22])=[CH:6][N:5]=[C:4]([S:23][CH3:24])[N:3]=1. The yield is 0.910. (2) The product is [C:26]([CH2:27][CH2:28][O:1][C@@H:2]1[C@H:7]([NH:8][C:9](=[O:15])[O:10][C:11]([CH3:12])([CH3:13])[CH3:14])[CH:6]=[C:5]([C:16]2[CH:21]=[CH:20][N:19]=[CH:18][C:17]=2[N+:22]([O-:24])=[O:23])[CH2:4][C@@H:3]1[CH3:25])#[N:29]. The catalyst is CC(O)(C)C.O. The reactants are [OH:1][C@@H:2]1[C@H:7]([NH:8][C:9](=[O:15])[O:10][C:11]([CH3:14])([CH3:13])[CH3:12])[CH:6]=[C:5]([C:16]2[CH:21]=[CH:20][N:19]=[CH:18][C:17]=2[N+:22]([O-:24])=[O:23])[CH2:4][C@@H:3]1[CH3:25].[C:26](#[N:29])[CH:27]=[CH2:28].C(=O)([O-])[O-].[Cs+].[Cs+].C([O-])(O)=O.[Na+]. The yield is 0.940. (3) The reactants are [NH2:1][C:2]1[CH:7]=[C:6]([O:8][C:9]2[CH:14]=[CH:13][C:12]([NH2:15])=[C:11]([Cl:16])[CH:10]=2)[CH:5]=[CH:4][N:3]=1.[CH2:17]([N:19]([CH2:22][CH3:23])[CH2:20]C)[CH3:18].ClC(OC1C=CC=CC=1)=[S:26].N1CCCC1. The catalyst is O1CCCC1. The product is [NH2:15][C:12]1[CH:13]=[CH:14][C:9]([O:8][C:6]2[CH:5]=[CH:4][N:3]=[C:2]([NH:1][C:20]([N:19]3[CH2:22][CH2:23][CH2:18][CH2:17]3)=[S:26])[CH:7]=2)=[CH:10][C:11]=1[Cl:16]. The yield is 0.198. (4) The reactants are Cl.[F:2][C:3]1[CH:11]=[C:10]2[C:6]([C:7]([C:21]3[CH:22]=[CH:23][C:24]([NH2:27])=[N:25][CH:26]=3)=[CH:8][N:9]2[S:12]([C:15]2[CH:20]=[CH:19][CH:18]=[CH:17][CH:16]=2)(=[O:14])=[O:13])=[CH:5][CH:4]=1.Cl[C:29]([O:31][C:32]1[CH:37]=[CH:36][CH:35]=[CH:34][CH:33]=1)=[O:30]. The catalyst is N1C=CC=CC=1. The product is [F:2][C:3]1[CH:11]=[C:10]2[C:6]([C:7]([C:21]3[CH:22]=[CH:23][C:24]([NH:27][C:29](=[O:30])[O:31][C:32]4[CH:37]=[CH:36][CH:35]=[CH:34][CH:33]=4)=[N:25][CH:26]=3)=[CH:8][N:9]2[S:12]([C:15]2[CH:16]=[CH:17][CH:18]=[CH:19][CH:20]=2)(=[O:13])=[O:14])=[CH:5][CH:4]=1. The yield is 0.330. (5) The reactants are [Cl:1][C:2]1[CH:3]=[N:4][N:5]([CH3:17])[C:6]=1[C:7]1[CH:8]=[C:9]([C:14]([OH:16])=O)[S:10][C:11]=1[O:12][CH3:13].[NH2:18][C@@H:19]([CH2:32][C:33]1[CH:38]=[CH:37][CH:36]=[C:35]([F:39])[CH:34]=1)[CH2:20][N:21]1[C:29](=[O:30])[C:28]2[C:23](=[CH:24][CH:25]=[CH:26][CH:27]=2)[C:22]1=[O:31].CC(OC(N[C@H](C(O)=O)CC1C=CC=CC=1C(F)(F)F)=O)(C)C.C1CN([P+](Br)(N2CCCC2)N2CCCC2)CC1.F[P-](F)(F)(F)(F)F.CCN(C(C)C)C(C)C. The catalyst is C(Cl)(Cl)Cl. The product is [Cl:1][C:2]1[CH:3]=[N:4][N:5]([CH3:17])[C:6]=1[C:7]1[CH:8]=[C:9]([C:14]([NH:18][C@@H:19]([CH2:32][C:33]2[CH:38]=[CH:37][CH:36]=[C:35]([F:39])[CH:34]=2)[CH2:20][N:21]2[C:29](=[O:30])[C:28]3[C:23](=[CH:24][CH:25]=[CH:26][CH:27]=3)[C:22]2=[O:31])=[O:16])[S:10][C:11]=1[O:12][CH3:13]. The yield is 0.630. (6) The product is [Si:15]([O:14][C:11]1[CH:12]=[CH:13][C:8]([C:6]2[N:7]=[C:2]([C:25]3[CH:24]=[CH:23][C:32]4[C:27](=[CH:28][CH:29]=[CH:30][CH:31]=4)[CH:26]=3)[C:3]([NH2:22])=[N:4][CH:5]=2)=[CH:9][CH:10]=1)([C:18]([CH3:21])([CH3:20])[CH3:19])([CH3:17])[CH3:16]. The catalyst is C1(C)C=CC=CC=1.C(O)C.Cl[Pd](Cl)([P](C1C=CC=CC=1)(C1C=CC=CC=1)C1C=CC=CC=1)[P](C1C=CC=CC=1)(C1C=CC=CC=1)C1C=CC=CC=1. The reactants are Br[C:2]1[C:3]([NH2:22])=[N:4][CH:5]=[C:6]([C:8]2[CH:13]=[CH:12][C:11]([O:14][Si:15]([C:18]([CH3:21])([CH3:20])[CH3:19])([CH3:17])[CH3:16])=[CH:10][CH:9]=2)[N:7]=1.[CH:23]1[C:32]2[C:27](=[CH:28][CH:29]=[CH:30][CH:31]=2)[CH:26]=[CH:25][C:24]=1B(O)O.C([O-])([O-])=O.[Na+].[Na+].O. The yield is 0.922. (7) The catalyst is CCCCCC.C(OCC)(=O)C. The reactants are C([O:4][C:5]1[CH:13]=[C:12]([CH3:14])[CH:11]=[C:10]2[C:6]=1[CH2:7][CH2:8][CH2:9]2)(=O)C. The product is [CH3:14][C:12]1[CH:13]=[C:5]([OH:4])[C:6]2[CH2:7][CH2:8][CH2:9][C:10]=2[CH:11]=1. The yield is 0.810. (8) The reactants are [F:1][C:2]1[CH:9]=[CH:8][CH:7]=[CH:6][C:3]=1[CH2:4]Cl.[C:10](OCC)(=[O:16])[C:11]([O:13][CH2:14][CH3:15])=[O:12]. The catalyst is C(OCC)C. The product is [F:1][C:2]1[CH:9]=[CH:8][CH:7]=[CH:6][C:3]=1[CH2:4][C:10](=[O:16])[C:11]([O:13][CH2:14][CH3:15])=[O:12]. The yield is 0.700. (9) The reactants are [CH3:1][N:2]1[CH2:7][CH2:6][N:5]([C:8]([C:10]2[CH:15]=[CH:14][C:13](B(O)O)=[CH:12][CH:11]=2)=[O:9])[CH2:4][CH2:3]1.[CH:19]1[C:31]2[CH2:30][C:29]3[C:24](=[CH:25][CH:26]=[CH:27][CH:28]=3)[C:23]=2[CH:22]=[CH:21][C:20]=1[C:32]1[S:36][C:35]([NH:37][C:38]([C:40]2[O:41][C:42](Br)=[CH:43][CH:44]=2)=[O:39])=[N:34][CH:33]=1.C([O-])([O-])=O.[K+].[K+]. The catalyst is O1CCOCC1.O. The product is [CH:19]1[C:31]2[CH2:30][C:29]3[C:24](=[CH:25][CH:26]=[CH:27][CH:28]=3)[C:23]=2[CH:22]=[CH:21][C:20]=1[C:32]1[S:36][C:35]([NH:37][C:38]([C:40]2[O:41][C:42]([C:13]3[CH:14]=[CH:15][C:10]([C:8]([N:5]4[CH2:6][CH2:7][N:2]([CH3:1])[CH2:3][CH2:4]4)=[O:9])=[CH:11][CH:12]=3)=[CH:43][CH:44]=2)=[O:39])=[N:34][CH:33]=1. The yield is 0.130. (10) The reactants are Cl.[NH2:2][C@@H:3]([CH2:9][C:10]1[CH:15]=[CH:14][C:13]([OH:16])=[CH:12][CH:11]=1)[CH2:4][C:5]([O:7][CH3:8])=[O:6].[C:17]([C:21]1[CH:29]=[CH:28][C:24]([C:25](O)=[O:26])=[CH:23][CH:22]=1)([CH3:20])([CH3:19])[CH3:18].CCN(C(C)C)C(C)C.CN(C(ON1N=NC2C=CC=NC1=2)=[N+](C)C)C.F[P-](F)(F)(F)(F)F.Cl. The catalyst is CN(C=O)C.C(Cl)Cl. The product is [C:17]([C:21]1[CH:22]=[CH:23][C:24]([C:25]([NH:2][C@@H:3]([CH2:9][C:10]2[CH:11]=[CH:12][C:13]([OH:16])=[CH:14][CH:15]=2)[CH2:4][C:5]([O:7][CH3:8])=[O:6])=[O:26])=[CH:28][CH:29]=1)([CH3:20])([CH3:18])[CH3:19]. The yield is 0.720.